From a dataset of Catalyst prediction with 721,799 reactions and 888 catalyst types from USPTO. Predict which catalyst facilitates the given reaction. (1) Reactant: [F:1][C:2]1[CH:7]=[CH:6][C:5]([C:8]2[C:9]([N:14]3[CH2:19][CH2:18][N:17]([CH2:20][CH2:21][NH2:22])[CH2:16][CH2:15]3)=[N:10][CH:11]=[CH:12][N:13]=2)=[CH:4][CH:3]=1.N1CCOCC1.[C:29]1([S:35]([Cl:38])(=[O:37])=[O:36])[CH:34]=[CH:33][CH:32]=[CH:31][CH:30]=1. Product: [ClH:38].[F:1][C:2]1[CH:7]=[CH:6][C:5]([C:8]2[C:9]([N:14]3[CH2:15][CH2:16][N:17]([CH2:20][CH2:21][NH:22][S:35]([C:29]4[CH:34]=[CH:33][CH:32]=[CH:31][CH:30]=4)(=[O:37])=[O:36])[CH2:18][CH2:19]3)=[N:10][CH:11]=[CH:12][N:13]=2)=[CH:4][CH:3]=1. The catalyst class is: 4. (2) Reactant: [CH3:1][N:2]([CH3:6])[CH2:3][CH2:4][NH2:5].[I:7][C:8]1[CH:16]=[CH:15][C:11]([C:12](Cl)=[O:13])=[CH:10][CH:9]=1.[OH-].[Na+]. Product: [CH3:1][N:2]([CH3:6])[CH2:3][CH2:4][NH:5][C:12](=[O:13])[C:11]1[CH:15]=[CH:16][C:8]([I:7])=[CH:9][CH:10]=1. The catalyst class is: 2. (3) Reactant: [CH:1]1([CH2:7][C@@H:8]([NH:24][CH3:25])[CH2:9][N:10]2[CH2:15][CH2:14][N:13]([C:16]3[CH:21]=[CH:20][CH:19]=[CH:18][C:17]=3[O:22][CH3:23])[CH2:12][CH2:11]2)[CH2:6][CH2:5][CH2:4][CH2:3][CH2:2]1.C(N(CC)CC)C.[CH3:33][C:34]1([C:40](Cl)=[O:41])[CH2:39][CH2:38][CH2:37][CH2:36][CH2:35]1. Product: [CH:1]1([CH2:7][C@@H:8]([N:24]([CH3:25])[C:40]([C:34]2([CH3:33])[CH2:39][CH2:38][CH2:37][CH2:36][CH2:35]2)=[O:41])[CH2:9][N:10]2[CH2:15][CH2:14][N:13]([C:16]3[CH:21]=[CH:20][CH:19]=[CH:18][C:17]=3[O:22][CH3:23])[CH2:12][CH2:11]2)[CH2:2][CH2:3][CH2:4][CH2:5][CH2:6]1. The catalyst class is: 4. (4) Product: [ClH:30].[Cl:37][C:32]1[CH:33]=[CH:34][CH:35]=[CH:36][C:31]=1[C:22]1[C:23]([C:24]2[CH:25]=[CH:26][C:27]([Cl:30])=[CH:28][CH:29]=2)=[C:19]2[N:18]=[C:17]([CH3:38])[N:16]=[C:15]([N:11]3[CH2:10][C@@H:9]4[CH2:14][C@H:12]3[CH2:13][NH:8]4)[N:20]2[N:21]=1. Reactant: C(OC([N:8]1[CH2:13][C@@H:12]2[CH2:14][C@H:9]1[CH2:10][N:11]2[C:15]1[N:20]2[N:21]=[C:22]([C:31]3[CH:36]=[CH:35][CH:34]=[CH:33][C:32]=3[Cl:37])[C:23]([C:24]3[CH:29]=[CH:28][C:27]([Cl:30])=[CH:26][CH:25]=3)=[C:19]2[N:18]=[C:17]([CH3:38])[N:16]=1)=O)(C)(C)C.Cl.C(OCC)C. The catalyst class is: 61. (5) Reactant: [OH:1][CH2:2][C@H:3]([CH2:19][CH:20]=[CH2:21])[CH2:4][C@H:5]1[CH2:9][O:8][C:7]([CH3:11])([CH3:10])[N:6]1[C:12]([O:14][C:15]([CH3:18])([CH3:17])[CH3:16])=[O:13].N1C=CN=C1.[CH3:27][C:28]([Si:31](Cl)([CH3:33])[CH3:32])([CH3:30])[CH3:29].O. Product: [Si:31]([O:1][CH2:2][C@H:3]([CH2:19][CH:20]=[CH2:21])[CH2:4][C@H:5]1[CH2:9][O:8][C:7]([CH3:11])([CH3:10])[N:6]1[C:12]([O:14][C:15]([CH3:18])([CH3:17])[CH3:16])=[O:13])([C:28]([CH3:30])([CH3:29])[CH3:27])([CH3:33])[CH3:32]. The catalyst class is: 79. (6) Reactant: [CH2:1]([CH:3]([CH2:6][CH2:7][CH2:8][CH3:9])[CH2:4][OH:5])[CH3:2].[SH:10][C:11]1[CH:19]=[CH:18][CH:17]=[CH:16][C:12]=1[C:13](O)=[O:14].S(=O)(=O)(O)O. Product: [SH:10][C:11]1[CH:19]=[CH:18][CH:17]=[CH:16][C:12]=1[C:13]([O:5][CH2:4][CH:3]([CH2:1][CH3:2])[CH2:6][CH2:7][CH2:8][CH3:9])=[O:14]. The catalyst class is: 226. (7) Reactant: [N:1]([CH2:4][C@H:5]1[CH2:10][CH2:9][CH2:8][CH2:7][C@@H:6]1[NH2:11])=[N+:2]=[N-:3].O=[C:13]1[CH2:18][CH2:17][N:16]([C:19]([O:21][C:22]([CH3:25])([CH3:24])[CH3:23])=[O:20])[CH2:15][CH2:14]1.C(O[BH-](OC(=O)C)OC(=O)C)(=O)C.[Na+]. Product: [N:1]([CH2:4][C@H:5]1[CH2:10][CH2:9][CH2:8][CH2:7][C@@H:6]1[NH:11][CH:13]1[CH2:18][CH2:17][N:16]([C:19]([O:21][C:22]([CH3:25])([CH3:24])[CH3:23])=[O:20])[CH2:15][CH2:14]1)=[N+:2]=[N-:3]. The catalyst class is: 5.